Dataset: Acute oral toxicity (LD50) regression data from Zhu et al.. Task: Regression/Classification. Given a drug SMILES string, predict its toxicity properties. Task type varies by dataset: regression for continuous values (e.g., LD50, hERG inhibition percentage) or binary classification for toxic/non-toxic outcomes (e.g., AMES mutagenicity, cardiotoxicity, hepatotoxicity). Dataset: ld50_zhu. (1) The drug is CC(C)C(=O)N(C)C(=O)Oc1cccc(C(C)C)c1. The rat oral LD50 is 2.62, given as -log10 of the dose in mol/kg body weight (higher means more acutely toxic). (2) The compound is O=C1C=C2C(=CCOC2O)O1. The rat oral LD50 is 3.74, given as -log10 of the dose in mol/kg body weight (higher means more acutely toxic).